From a dataset of Full USPTO retrosynthesis dataset with 1.9M reactions from patents (1976-2016). Predict the reactants needed to synthesize the given product. (1) Given the product [CH2:13]([O:12][CH:9]([O:5][CH2:4][CH3:3])[C:10]#[C:11][C:24]1([OH:26])[CH2:25][N:19]2[CH2:27][CH:23]1[CH2:22][CH2:21][CH2:20]2)[CH3:14], predict the reactants needed to synthesize it. The reactants are: C([CH:3](CC)[C:4](O)=[O:5])C.[CH:9](=[O:12])[C:10]#[CH:11].[CH3:13][C:14]([O-])(C)C.[K+].[N:19]12[CH2:27][CH:23]([C:24](=[O:26])[CH2:25]1)[CH2:22][CH2:21][CH2:20]2. (2) Given the product [Cl:1][C:2]1[CH:3]=[C:4]([C:13]2[N:17]([C:18]3[CH:19]=[N:20][CH:21]=[CH:22][CH:23]=3)[N:16]=[C:15]([C:24]([N:26]3[CH2:30][CH2:29][S:28](=[O:51])[CH2:27]3)=[O:25])[CH:14]=2)[CH:5]=[C:6]([O:8][C:9]([F:10])([F:11])[F:12])[CH:7]=1, predict the reactants needed to synthesize it. The reactants are: [Cl:1][C:2]1[CH:3]=[C:4]([C:13]2[N:17]([C:18]3[CH:19]=[N:20][CH:21]=[CH:22][CH:23]=3)[N:16]=[C:15]([C:24]([N:26]3[CH2:30][CH2:29][S:28][CH2:27]3)=[O:25])[CH:14]=2)[CH:5]=[C:6]([O:8][C:9]([F:12])([F:11])[F:10])[CH:7]=1.ClC1C=C(C2N(C3C=NC=CC=3)N=C(C(N3CCS(=O)C3)=[O:51])C=2)C=C(F)C=1.ClC1C=CC=C(C(OO)=O)C=1. (3) Given the product [C:1]([O:5][C:6]([N:8]1[CH2:13][CH2:12][CH:11]([N:14]([C:15]2[CH:20]=[CH:19][C:18]([O:21][CH2:22][CH3:23])=[CH:17][CH:16]=2)[CH2:25][C:26]2[CH:31]=[CH:30][N:29]=[C:28]([C:32]3[CH:37]=[C:36]([O:38][CH3:39])[C:35]([O:40][CH3:41])=[C:34]([O:42][CH3:43])[CH:33]=3)[CH:27]=2)[CH2:10][CH2:9]1)=[O:7])([CH3:4])([CH3:3])[CH3:2], predict the reactants needed to synthesize it. The reactants are: [C:1]([O:5][C:6]([N:8]1[CH2:13][CH2:12][CH:11]([NH:14][C:15]2[CH:20]=[CH:19][C:18]([O:21][CH2:22][CH3:23])=[CH:17][CH:16]=2)[CH2:10][CH2:9]1)=[O:7])([CH3:4])([CH3:3])[CH3:2].Cl[CH2:25][C:26]1[CH:31]=[CH:30][N:29]=[C:28]([C:32]2[CH:37]=[C:36]([O:38][CH3:39])[C:35]([O:40][CH3:41])=[C:34]([O:42][CH3:43])[CH:33]=2)[CH:27]=1. (4) Given the product [Cl:1][CH2:2][CH2:3][CH2:4][CH:5]1[S:10][C:9]2[CH:11]=[CH:12][CH:13]=[CH:14][C:8]=2[N:7]([C:23]2[CH:22]=[CH:21][CH:20]=[C:19]([O:18][CH3:17])[CH:24]=2)[S:6]1(=[O:15])=[O:16], predict the reactants needed to synthesize it. The reactants are: [Cl:1][CH2:2][CH2:3][CH2:4][CH:5]1[S:10][C:9]2[CH:11]=[CH:12][CH:13]=[CH:14][C:8]=2[NH:7][S:6]1(=[O:16])=[O:15].[CH3:17][O:18][C:19]1[CH:20]=[C:21](B(O)O)[CH:22]=[CH:23][CH:24]=1.